Binary Classification. Given a miRNA mature sequence and a target amino acid sequence, predict their likelihood of interaction. From a dataset of Experimentally validated miRNA-target interactions with 360,000+ pairs, plus equal number of negative samples. The miRNA is mmu-miR-5127 with sequence UCUCCCAACCCUUUUCCCA. The protein sequence of the target gene is MSGSHTPACGPFSALTPSIWPQEILAKYTQKEESAEQPEFYYDEFGFRVYKEEGDEPGSSLLANSPLMEDAPQRLRWQAHLEFTHNHDVGDLTWDKIAVSLPRSEKLRSLVLAGIPHGMRPQLWMRLSGALQKKRNSELSYREIVKNSSNDETIAAKQIEKDLLRTMPSNACFASMGSIGVPRLRRVLRALAWLYPEIGYCQGTGMVAACLLLFLEEEDAFWMMSAIIEDLLPASYFSTTLLGVQTDQRVLRHLIVQYLPRLDKLLQEHDIELSLITLHWFLTAFASVVDIKLLLRIWDL.... Result: 0 (no interaction).